Dataset: Catalyst prediction with 721,799 reactions and 888 catalyst types from USPTO. Task: Predict which catalyst facilitates the given reaction. (1) Reactant: [CH3:1][N:2]1[C:14]2[C:15]3[CH:7]([CH2:8][N:9]([CH2:16][C:17]([O:19]C(C)(C)C)=[O:18])[C:10]=3[CH:11]=[CH:12][CH:13]=2)[CH2:6][CH2:5][CH2:4][C:3]1=[O:24].Cl. Product: [CH3:1][N:2]1[C:14]2[C:15]3[CH:7]([CH2:8][N:9]([CH2:16][C:17]([OH:19])=[O:18])[C:10]=3[CH:11]=[CH:12][CH:13]=2)[CH2:6][CH2:5][CH2:4][C:3]1=[O:24]. The catalyst class is: 25. (2) Reactant: [CH3:1][CH2:2][CH2:3][N:4]1[C@H:9]([C:10]([NH:12][C:13]2[C:14]([CH3:20])=[CH:15][CH:16]=[CH:17][C:18]=2[CH3:19])=[O:11])[CH2:8][CH2:7][CH2:6][CH2:5]1.CC(O)C.[ClH:25]. Product: [CH3:1][CH2:2][CH2:3][N:4]1[C@H:9]([C:10]([NH:12][C:13]2[C:18]([CH3:19])=[CH:17][CH:16]=[CH:15][C:14]=2[CH3:20])=[O:11])[CH2:8][CH2:7][CH2:6][CH2:5]1.[ClH:25]. The catalyst class is: 824. (3) Reactant: C([O:8][C:9](=[O:31])[CH:10]([NH:23][C:24]([O:26][C:27]([CH3:30])([CH3:29])[CH3:28])=[O:25])[C:11]1[CH:16]=[CH:15][C:14](/[CH:17]=[CH:18]/[S:19]([CH3:22])(=[O:21])=[O:20])=[CH:13][CH:12]=1)C1C=CC=CC=1. Product: [C:27]([O:26][C:24]([NH:23][CH:10]([C:11]1[CH:12]=[CH:13][C:14]([CH2:17][CH2:18][S:19]([CH3:22])(=[O:21])=[O:20])=[CH:15][CH:16]=1)[C:9]([OH:31])=[O:8])=[O:25])([CH3:29])([CH3:30])[CH3:28]. The catalyst class is: 125. (4) Reactant: [CH3:1][C:2]1[O:6][C:5]([C:7]2[CH:12]=[CH:11][CH:10]=[CH:9][CH:8]=2)=[N:4][C:3]=1[CH2:13][CH2:14]OS(C1C=CC(C)=CC=1)(=O)=O.[C-:26]#[N:27].[Na+].C(=O)(O)[O-].[K+].O. Product: [CH3:1][C:2]1[O:6][C:5]([C:7]2[CH:8]=[CH:9][CH:10]=[CH:11][CH:12]=2)=[N:4][C:3]=1[CH2:13][CH2:14][C:26]#[N:27]. The catalyst class is: 16. (5) Reactant: Cl[C:2]1[CH:7]=[C:6]([Cl:8])[N:5]=[C:4]([S:9][CH3:10])[N:3]=1.CCN(C(C)C)C(C)C.[CH3:20][C@H:21]1[CH2:26][O:25][CH2:24][CH2:23][NH:22]1. Product: [Cl:8][C:6]1[N:5]=[C:4]([S:9][CH3:10])[N:3]=[C:2]([N:22]2[CH2:23][CH2:24][O:25][CH2:26][C@@H:21]2[CH3:20])[CH:7]=1. The catalyst class is: 2.